This data is from Reaction yield outcomes from USPTO patents with 853,638 reactions. The task is: Predict the reaction yield, written as a fraction of the theoretical maximum amount of product (1.0 means a 100% yield; for example, 0.34 means a 34% yield). The reactants are [CH:1](=[O:10])[C:2]1[CH:9]=[CH:8][C:5]([CH:6]=[O:7])=[CH:4][CH:3]=1.[BH4-].[Na+]. The catalyst is C(O)C. The product is [OH:10][CH2:1][C:2]1[CH:9]=[CH:8][C:5]([CH:6]=[O:7])=[CH:4][CH:3]=1. The yield is 0.510.